From a dataset of Full USPTO retrosynthesis dataset with 1.9M reactions from patents (1976-2016). Predict the reactants needed to synthesize the given product. (1) Given the product [Cl:5][C:6]1[CH:11]=[C:10]([OH:12])[CH:9]=[C:8]([OH:14])[CH:7]=1, predict the reactants needed to synthesize it. The reactants are: B(Br)(Br)Br.[Cl:5][C:6]1[CH:11]=[C:10]([O:12]C)[CH:9]=[C:8]([O:14]C)[CH:7]=1. (2) Given the product [C:6]([C:5]1[CH:8]=[CH:9][C:2]([NH:1][C:37]([C:35]2[N:36]=[C:32]([C:28]3[S:27][CH:31]=[CH:30][CH:29]=3)[S:33][CH:34]=2)=[O:38])=[C:3]([N:10]2[CH2:15][CH2:14][CH2:13][C:12]3([CH2:16][CH2:17][N:18]([C:21](=[O:26])[C:22]([F:25])([F:24])[F:23])[CH2:19][CH2:20]3)[CH2:11]2)[CH:4]=1)(=[O:53])[NH2:7], predict the reactants needed to synthesize it. The reactants are: [NH2:1][C:2]1[CH:9]=[CH:8][C:5]([C:6]#[N:7])=[CH:4][C:3]=1[N:10]1[CH2:15][CH2:14][CH2:13][C:12]2([CH2:20][CH2:19][N:18]([C:21](=[O:26])[C:22]([F:25])([F:24])[F:23])[CH2:17][CH2:16]2)[CH2:11]1.[S:27]1[CH:31]=[CH:30][CH:29]=[C:28]1[C:32]1[S:33][CH:34]=[C:35]([C:37](O)=[O:38])[N:36]=1.C(N(CC)C(C)C)(C)C.CN(C=[O:53])C. (3) Given the product [CH3:12][O:13][C:14]1[N:19]=[CH:18][C:17]([NH:20][C:2]2[N:11]=[CH:10][CH:9]=[CH:8][C:3]=2[C:4]([O:6][CH3:7])=[O:5])=[CH:16][CH:15]=1, predict the reactants needed to synthesize it. The reactants are: Cl[C:2]1[N:11]=[CH:10][CH:9]=[CH:8][C:3]=1[C:4]([O:6][CH3:7])=[O:5].[CH3:12][O:13][C:14]1[N:19]=[CH:18][C:17]([NH2:20])=[CH:16][CH:15]=1.C(=O)([O-])[O-].[Cs+].[Cs+].C1(P(C2C=CC=CC=2)C2C3OC4C(=CC=CC=4P(C4C=CC=CC=4)C4C=CC=CC=4)C(C)(C)C=3C=CC=2)C=CC=CC=1. (4) Given the product [F:24][C:25]1[CH:30]=[C:29]([F:31])[C:28]([F:32])=[CH:27][C:26]=1[NH:33][C:34]1[O:23][C:3]([C:4]([NH:6][C:7]2[CH:8]=[CH:9][C:10]([C@H:13]3[CH2:14][CH2:15][C@H:16]([C:19]([O:21][CH3:22])=[O:20])[CH2:17][CH2:18]3)=[CH:11][CH:12]=2)=[O:5])=[N:1][N:2]=1, predict the reactants needed to synthesize it. The reactants are: [NH:1]([C:3](=[O:23])[C:4]([NH:6][C:7]1[CH:12]=[CH:11][C:10]([C@H:13]2[CH2:18][CH2:17][C@H:16]([C:19]([O:21][CH3:22])=[O:20])[CH2:15][CH2:14]2)=[CH:9][CH:8]=1)=[O:5])[NH2:2].[F:24][C:25]1[CH:30]=[C:29]([F:31])[C:28]([F:32])=[CH:27][C:26]=1[N:33]=[C:34]=S. (5) Given the product [CH3:38][O:37][C:34]1[CH:33]=[CH:32][C:31]([CH2:30][N:8]([CH2:7][C:6]2[CH:5]=[CH:4][C:3]([O:2][CH3:1])=[CH:40][CH:39]=2)[C:9]2[N:10]=[CH:11][C:12]([C:15]3[C:16]4[CH2:29][CH2:28][N:27]([C:42]5[CH:43]=[CH:44][C:45]([CH2:48][C:49]([N:51]6[CH2:52][CH2:53][N:54]([CH2:57][CH3:58])[CH2:55][CH2:56]6)=[O:50])=[CH:46][CH:47]=5)[C:17]=4[N:18]=[C:19]([N:21]4[CH2:26][CH2:25][O:24][CH2:23][CH2:22]4)[N:20]=3)=[CH:13][N:14]=2)=[CH:36][CH:35]=1, predict the reactants needed to synthesize it. The reactants are: [CH3:1][O:2][C:3]1[CH:40]=[CH:39][C:6]([CH2:7][N:8]([CH2:30][C:31]2[CH:36]=[CH:35][C:34]([O:37][CH3:38])=[CH:33][CH:32]=2)[C:9]2[N:14]=[CH:13][C:12]([C:15]3[C:16]4[CH2:29][CH2:28][NH:27][C:17]=4[N:18]=[C:19]([N:21]4[CH2:26][CH2:25][O:24][CH2:23][CH2:22]4)[N:20]=3)=[CH:11][N:10]=2)=[CH:5][CH:4]=1.Br[C:42]1[CH:47]=[CH:46][C:45]([CH2:48][C:49]([N:51]2[CH2:56][CH2:55][N:54]([CH2:57][CH3:58])[CH2:53][CH2:52]2)=[O:50])=[CH:44][CH:43]=1. (6) Given the product [CH2:6]([O:32][C@H:27]1[CH2:26][CH2:25][C:24]2[CH:23]=[C:22]([C@H:19]3[CH2:20][CH2:21][C@@:15]4([NH:14][C:13](=[O:12])[O:17][CH2:16]4)[CH2:18]3)[CH:31]=[CH:30][C:29]=2[CH2:28]1)/[CH:7]=[CH:8]\[CH2:9][CH2:10][CH3:11], predict the reactants needed to synthesize it. The reactants are: C([Li])CCC.[CH3:6][CH2:7][CH2:8][CH2:9][CH2:10][CH3:11].[O:12]=[C:13]1[O:17][CH2:16][C@:15]2([CH2:21][CH2:20][C@H:19]([C:22]3[CH:23]=[C:24]4[C:29](=[CH:30][CH:31]=3)[CH2:28][C@@H:27]([O:32]CC=O)[CH2:26][CH2:25]4)[CH2:18]2)[NH:14]1. (7) Given the product [CH3:14][N:15]1[C:2]2[C:3](=[CH:6][C:7]([C:10]([F:11])([F:12])[F:13])=[CH:8][CH:9]=2)[C:4]([NH2:5])=[N:16]1, predict the reactants needed to synthesize it. The reactants are: F[C:2]1[CH:9]=[CH:8][C:7]([C:10]([F:13])([F:12])[F:11])=[CH:6][C:3]=1[C:4]#[N:5].[CH3:14][NH:15][NH2:16]. (8) Given the product [C:10]([C:8]1[N:7]([C:14]2[CH:19]=[CH:18][C:17]([S:20]([CH3:23])(=[O:21])=[O:22])=[CH:16][CH:15]=2)[N:6]=[C:5]([CH2:4][NH2:1])[CH:9]=1)([CH3:13])([CH3:11])[CH3:12], predict the reactants needed to synthesize it. The reactants are: [N:1]([CH2:4][C:5]1[CH:9]=[C:8]([C:10]([CH3:13])([CH3:12])[CH3:11])[N:7]([C:14]2[CH:19]=[CH:18][C:17]([S:20]([CH3:23])(=[O:22])=[O:21])=[CH:16][CH:15]=2)[N:6]=1)=[N+]=[N-]. (9) The reactants are: [F:1][C:2]([F:21])([F:20])[C:3]1[CH:8]=[CH:7][N:6]=[C:5]([NH:9][C:10]([NH:12][CH:13]([CH2:17][CH:18]=[CH2:19])[C:14](O)=[O:15])=[O:11])[CH:4]=1.C(Cl)(=O)C(Cl)=O. Given the product [CH2:17]([CH:13]1[NH:12][C:10](=[O:11])[N:9]([C:5]2[CH:4]=[C:3]([C:2]([F:21])([F:20])[F:1])[CH:8]=[CH:7][N:6]=2)[C:14]1=[O:15])[CH:18]=[CH2:19], predict the reactants needed to synthesize it.